Dataset: Reaction yield outcomes from USPTO patents with 853,638 reactions. Task: Predict the reaction yield, written as a fraction of the theoretical maximum amount of product (1.0 means a 100% yield; for example, 0.34 means a 34% yield). (1) The reactants are FC(F)(F)C(O)=O.Br[C:9]1[C:10]([NH:16][C:17](=[O:30])[C:18]([CH3:29])([NH:20][CH2:21][CH2:22][CH:23]2[CH2:28][CH2:27][O:26][CH2:25][CH2:24]2)[CH3:19])=[N:11][CH:12]=[C:13]([Br:15])[N:14]=1.C(N(CC)C(C)C)(C)C. The catalyst is O1CCOCC1. The product is [Br:15][C:13]1[N:14]=[C:9]2[N:20]([CH2:21][CH2:22][CH:23]3[CH2:28][CH2:27][O:26][CH2:25][CH2:24]3)[C:18]([CH3:29])([CH3:19])[C:17](=[O:30])[NH:16][C:10]2=[N:11][CH:12]=1. The yield is 0.700. (2) The reactants are [CH3:1][N:2]1[C:7](=[O:8])[CH2:6][C:5]2[CH:9]=[C:10]3[C:15](=[CH:16][C:4]=2[S:3]1(=[O:18])=[O:17])[CH2:14][CH2:13][CH2:12][CH2:11]3.[H-].[Na+].[H][H].[C:23]1([N:29]=[C:30]=[O:31])[CH:28]=[CH:27][CH:26]=[CH:25][CH:24]=1. The catalyst is O1CCCC1. The product is [CH3:1][N:2]1[C:7](=[O:8])[CH:6]([C:30]([NH:29][C:23]2[CH:28]=[CH:27][CH:26]=[CH:25][CH:24]=2)=[O:31])[C:5]2[CH:9]=[C:10]3[C:15](=[CH:16][C:4]=2[S:3]1(=[O:17])=[O:18])[CH2:14][CH2:13][CH2:12][CH2:11]3. The yield is 0.540. (3) The reactants are [N:1]1[C:11]2[C:6](=[CH:7][CH:8]=[CH:9][CH:10]=2)[CH:5]=[CH:4][C:2]=1[CH3:3].[CH3:12][OH:13].S(=O)(=O)(O)O.NOS(O)(=O)=O. The catalyst is O.O.O.O.O.O.O.S([O-])([O-])(=O)=O.[Fe+2].[Fe].O. The product is [OH:13][CH2:12][C:5]1[C:6]2[C:11](=[CH:10][CH:9]=[CH:8][CH:7]=2)[N:1]=[C:2]([CH3:3])[CH:4]=1. The yield is 0.520. (4) The reactants are C[O:2][C:3](=[O:37])[CH2:4][C:5]1[S:6][C:7]([C:10]2[CH:15]=[CH:14][CH:13]=[CH:12][C:11]=2[NH:16][C:17]([C:19]2[C:20]([C:25]3[CH:30]=[C:29]([O:31][CH3:32])[C:28]([O:33][CH3:34])=[C:27]([O:35][CH3:36])[CH:26]=3)=[CH:21][CH:22]=[CH:23][CH:24]=2)=[O:18])=[CH:8][CH:9]=1.[Li+].[OH-].Cl. The catalyst is CC#N. The product is [CH3:32][O:31][C:29]1[CH:30]=[C:25]([C:20]2[C:19]([C:17]([NH:16][C:11]3[CH:12]=[CH:13][CH:14]=[CH:15][C:10]=3[C:7]3[S:6][C:5]([CH2:4][C:3]([OH:37])=[O:2])=[CH:9][CH:8]=3)=[O:18])=[CH:24][CH:23]=[CH:22][CH:21]=2)[CH:26]=[C:27]([O:35][CH3:36])[C:28]=1[O:33][CH3:34]. The yield is 0.990.